From a dataset of Reaction yield outcomes from USPTO patents with 853,638 reactions. Predict the reaction yield, written as a fraction of the theoretical maximum amount of product (1.0 means a 100% yield; for example, 0.34 means a 34% yield). (1) The reactants are Br[CH2:2][C:3]1[S:11][C:10]2[C:9]([N:12]3[CH2:17][CH2:16][O:15][CH2:14][CH2:13]3)=[N:8][C:7]([Cl:18])=[N:6][C:5]=2[CH:4]=1.[CH3:19][N:20]([CH3:32])[C:21](=[O:31])[C:22]([N:25]1[CH2:30][CH2:29][NH:28][CH2:27][CH2:26]1)([CH3:24])[CH3:23].C(=O)([O-])[O-].[Cs+].[Cs+].O. The catalyst is CN(C=O)C. The product is [Cl:18][C:7]1[N:8]=[C:9]([N:12]2[CH2:17][CH2:16][O:15][CH2:14][CH2:13]2)[C:10]2[S:11][C:3]([CH2:2][N:28]3[CH2:27][CH2:26][N:25]([C:22]([CH3:24])([CH3:23])[C:21]([N:20]([CH3:32])[CH3:19])=[O:31])[CH2:30][CH2:29]3)=[CH:4][C:5]=2[N:6]=1. The yield is 0.670. (2) The reactants are CC1(C)C(C)(C)OB([C:9]2[CH:10]=[CH:11][C:12]([C:15]#[N:16])=[N:13][CH:14]=2)O1.Br[C:19]1[CH:26]=[CH:25][CH:24]=[CH:23][C:20]=1[CH:21]=[O:22].C(#N)C.C(=O)([O-])[O-].[Na+].[Na+]. The catalyst is Cl[Pd](Cl)([P](C1C=CC=CC=1)(C1C=CC=CC=1)C1C=CC=CC=1)[P](C1C=CC=CC=1)(C1C=CC=CC=1)C1C=CC=CC=1.C(OCC)(=O)C. The product is [CH:21]([C:20]1[CH:23]=[CH:24][CH:25]=[CH:26][C:19]=1[C:9]1[CH:10]=[CH:11][C:12]([C:15]#[N:16])=[N:13][CH:14]=1)=[O:22]. The yield is 0.720. (3) The reactants are Cl[S:2]([C:5]1[CH:14]=[CH:13][C:8]([C:9]([O:11][CH3:12])=[O:10])=[CH:7][CH:6]=1)(=[O:4])=[O:3].[CH3:15][O:16][C:17]1[CH:22]=[CH:21][C:20]([CH2:23][NH2:24])=[CH:19][CH:18]=1.C(N(CC)CC)C. The catalyst is ClCCl. The product is [CH3:15][O:16][C:17]1[CH:22]=[CH:21][C:20]([CH2:23][NH:24][S:2]([C:5]2[CH:14]=[CH:13][C:8]([C:9]([O:11][CH3:12])=[O:10])=[CH:7][CH:6]=2)(=[O:4])=[O:3])=[CH:19][CH:18]=1. The yield is 0.748. (4) The reactants are Cl.O1CCOCC1.[F:8][C:9]1[CH:14]=[CH:13][C:12]([F:15])=[CH:11][C:10]=1[S:16]([NH:19][C:20]1[C:21]([F:52])=[C:22]([C:26]2[N:27]=[C:28]([C:48]([CH3:51])([CH3:50])[CH3:49])[S:29][C:30]=2[C:31]2[CH:36]=[CH:35][N:34]=[C:33]([NH:37][CH2:38][CH2:39][NH:40]C(=O)OC(C)(C)C)[N:32]=2)[CH:23]=[CH:24][CH:25]=1)(=[O:18])=[O:17].CO. The catalyst is C(Cl)Cl. The product is [NH2:40][CH2:39][CH2:38][NH:37][C:33]1[N:32]=[C:31]([C:30]2[S:29][C:28]([C:48]([CH3:51])([CH3:49])[CH3:50])=[N:27][C:26]=2[C:22]2[C:21]([F:52])=[C:20]([NH:19][S:16]([C:10]3[CH:11]=[C:12]([F:15])[CH:13]=[CH:14][C:9]=3[F:8])(=[O:17])=[O:18])[CH:25]=[CH:24][CH:23]=2)[CH:36]=[CH:35][N:34]=1. The yield is 1.00. (5) The catalyst is C(#N)C. The yield is 0.440. The reactants are [F:1][C:2]1[CH:23]=[C:22]([F:24])[CH:21]=[CH:20][C:3]=1[CH2:4][N:5]([CH2:17][CH2:18][CH3:19])[C:6](=[O:16])[CH2:7][CH2:8][C:9]1[CH:14]=[CH:13][C:12]([OH:15])=[CH:11][CH:10]=1.[CH3:25][O:26][C:27](=[O:36])[C:28]1[CH:33]=[CH:32][CH:31]=[CH:30][C:29]=1[CH2:34]Br.C([O-])([O-])=O.[K+].[K+]. The product is [F:1][C:2]1[CH:23]=[C:22]([F:24])[CH:21]=[CH:20][C:3]=1[CH2:4][N:5]([CH2:17][CH2:18][CH3:19])[C:6](=[O:16])[CH2:7][CH2:8][C:9]1[CH:14]=[CH:13][C:12]([O:15][CH2:34][C:29]2[CH:30]=[CH:31][CH:32]=[CH:33][C:28]=2[C:27]([O:26][CH3:25])=[O:36])=[CH:11][CH:10]=1.